This data is from Peptide-MHC class II binding affinity with 134,281 pairs from IEDB. The task is: Regression. Given a peptide amino acid sequence and an MHC pseudo amino acid sequence, predict their binding affinity value. This is MHC class II binding data. (1) The peptide sequence is SINYRTEIDKPSQHH. The binding affinity (normalized) is 0. The MHC is HLA-DQA10401-DQB10402 with pseudo-sequence HLA-DQA10401-DQB10402. (2) The peptide sequence is FKAAVAAAAGAPPAD. The MHC is DRB3_0101 with pseudo-sequence DRB3_0101. The binding affinity (normalized) is 0.113. (3) The peptide sequence is MLQALFKYDINIY. The MHC is DRB5_0101 with pseudo-sequence DRB5_0101. The binding affinity (normalized) is 0.194. (4) The peptide sequence is GSDPKKLVLNIKYTRPGDSL. The MHC is HLA-DPA10301-DPB10402 with pseudo-sequence HLA-DPA10301-DPB10402. The binding affinity (normalized) is 0.542. (5) The peptide sequence is LFRVYSNFLRGKLKL. The MHC is DRB1_0101 with pseudo-sequence DRB1_0101. The binding affinity (normalized) is 0.652. (6) The peptide sequence is SEFENDEHIILYLVN. The MHC is DRB3_0202 with pseudo-sequence DRB3_0202. The binding affinity (normalized) is 0.369. (7) The peptide sequence is EVELREHGSDEWVAM. The MHC is HLA-DPA10301-DPB10402 with pseudo-sequence HLA-DPA10301-DPB10402. The binding affinity (normalized) is 0.0277. (8) The peptide sequence is YDKFAANVSTVLTGK. The MHC is DRB1_1302 with pseudo-sequence DRB1_1302. The binding affinity (normalized) is 0.872. (9) The peptide sequence is VFLGSAYGIPKVPPG. The binding affinity (normalized) is 0. The MHC is HLA-DPA10103-DPB10301 with pseudo-sequence HLA-DPA10103-DPB10301. (10) The peptide sequence is INEPTAAAIAYYLDR. The MHC is HLA-DQA10401-DQB10402 with pseudo-sequence HLA-DQA10401-DQB10402. The binding affinity (normalized) is 0.525.